Dataset: Catalyst prediction with 721,799 reactions and 888 catalyst types from USPTO. Task: Predict which catalyst facilitates the given reaction. (1) Reactant: [C:1]1([C:11]([C:13]2[N:17]([CH3:18])[CH:16]=[C:15]([C:19](=[O:21])[CH3:20])[CH:14]=2)=[O:12])[C:10]2[C:5](=[CH:6][CH:7]=[CH:8][CH:9]=2)[CH:4]=[CH:3][CH:2]=1.Cl.[NH:23]1[CH2:28][CH2:27][CH2:26][CH2:25][CH2:24]1.[CH2:29]=O.[OH-].[Na+]. Product: [C:1]1([C:11]([C:13]2[N:17]([CH3:18])[CH:16]=[C:15]([C:19](=[O:21])[CH2:20][CH2:29][N:23]3[CH2:28][CH2:27][CH2:26][CH2:25][CH2:24]3)[CH:14]=2)=[O:12])[C:10]2[C:5](=[CH:6][CH:7]=[CH:8][CH:9]=2)[CH:4]=[CH:3][CH:2]=1. The catalyst class is: 5. (2) Reactant: C([O:4][CH2:5][C:6]([CH3:43])([CH3:42])[CH2:7][N:8]1[C:14]2[CH:15]=[CH:16][C:17]([Cl:19])=[CH:18][C:13]=2[C@@H:12]([C:20]2[CH:25]=[CH:24][CH:23]=[C:22]([O:26][CH3:27])[C:21]=2[O:28][CH3:29])[O:11][C@H:10]([CH2:30][C:31]2[S:32][CH:33]=[C:34]([C:36]([O:38]CC)=[O:37])[N:35]=2)[C:9]1=[O:41])(=O)C.ClC1C=CC2N(CC(C)(C)CO)C(=O)[C@@H](CC3SC=C(C(OCC)=O)N=3)O[C@H](C3C=CC=C(OC)C=3OC)C=2C=1.[OH-].[Na+].Cl. Product: [Cl:19][C:17]1[CH:16]=[CH:15][C:14]2[N:8]([CH2:7][C:6]([CH3:42])([CH3:43])[CH2:5][OH:4])[C:9](=[O:41])[C@@H:10]([CH2:30][C:31]3[S:32][CH:33]=[C:34]([C:36]([OH:38])=[O:37])[N:35]=3)[O:11][C@H:12]([C:20]3[CH:25]=[CH:24][CH:23]=[C:22]([O:26][CH3:27])[C:21]=3[O:28][CH3:29])[C:13]=2[CH:18]=1. The catalyst class is: 336. (3) Reactant: [CH:1]1([NH:6][C:7]2[C:8]([CH3:21])=[C:9]([CH:14]=[C:15]([C:17]([F:20])([F:19])[F:18])[CH:16]=2)[C:10]([O:12][CH3:13])=[O:11])[CH2:5][CH2:4][CH2:3][CH2:2]1.[C:22](=O)([O-])[O-].[Cs+].[Cs+].CI. Product: [CH:1]1([N:6]([CH3:22])[C:7]2[C:8]([CH3:21])=[C:9]([CH:14]=[C:15]([C:17]([F:18])([F:19])[F:20])[CH:16]=2)[C:10]([O:12][CH3:13])=[O:11])[CH2:2][CH2:3][CH2:4][CH2:5]1. The catalyst class is: 10. (4) Reactant: C(OC([N:8]1[CH2:13][CH2:12][CH:11]([O:14][C:15]2[C:16]([C:38]3[CH:43]=[CH:42][C:41]([F:44])=[CH:40][CH:39]=3)=[C:17]3[C:22](=[CH:23][CH:24]=2)[CH:21]=[N:20][C:19]([NH:25][C:26]2[CH:31]=[C:30]([O:32][CH3:33])[C:29]([O:34][CH3:35])=[C:28]([O:36][CH3:37])[CH:27]=2)=[CH:18]3)[CH2:10][CH2:9]1)=O)(C)(C)C. Product: [F:44][C:41]1[CH:42]=[CH:43][C:38]([C:16]2[C:15]([O:14][CH:11]3[CH2:10][CH2:9][NH:8][CH2:13][CH2:12]3)=[CH:24][CH:23]=[C:22]3[C:17]=2[CH:18]=[C:19]([NH:25][C:26]2[CH:27]=[C:28]([O:36][CH3:37])[C:29]([O:34][CH3:35])=[C:30]([O:32][CH3:33])[CH:31]=2)[N:20]=[CH:21]3)=[CH:39][CH:40]=1. The catalyst class is: 361. (5) Reactant: [C:1]([O:5][C:6](=[O:34])[NH:7][C:8]([C:10]1[S:11][C:12]([S:32][CH3:33])=[C:13]([S:15]([C:18]2[CH:19]=[C:20]([C:24]3[C:29]([CH3:30])=[CH:28][CH:27]=[CH:26][C:25]=3[NH2:31])[CH:21]=[CH:22][CH:23]=2)(=[O:17])=[O:16])[CH:14]=1)=[NH:9])([CH3:4])([CH3:3])[CH3:2].[S:35]([CH2:39][CH2:40][CH2:41][C:42](O)=[O:43])(=[O:38])(=[O:37])[NH2:36].CCN=C=NCCCN(C)C.C1C=CC2N(O)N=NC=2C=1. Product: [C:1]([O:5][C:6](=[O:34])[NH:7][C:8](=[NH:9])[C:10]1[S:11][C:12]([S:32][CH3:33])=[C:13]([S:15]([C:18]2[CH:19]=[C:20]([C:24]3[C:29]([CH3:30])=[CH:28][CH:27]=[CH:26][C:25]=3[NH:31][C:42](=[O:43])[CH2:41][CH2:40][CH2:39][S:35](=[O:38])(=[O:37])[NH2:36])[CH:21]=[CH:22][CH:23]=2)(=[O:17])=[O:16])[CH:14]=1)([CH3:4])([CH3:3])[CH3:2]. The catalyst class is: 3. (6) Reactant: Cl[C:2]1[N:7]=[C:6]([N:8]([CH3:27])[CH:9]2[CH2:26][CH2:25][C:12]3([CH2:17][CH2:16][N:15]([C:18]([O:20][C:21]([CH3:24])([CH3:23])[CH3:22])=[O:19])[CH2:14][CH2:13]3)[CH2:11][CH2:10]2)[C:5]([Cl:28])=[CH:4][N:3]=1.Cl.[CH3:30][N:31]1[CH:35]=[C:34]([NH2:36])[CH:33]=[N:32]1.CCN(C(C)C)C(C)C. Product: [Cl:28][C:5]1[C:6]([N:8]([CH3:27])[CH:9]2[CH2:26][CH2:25][C:12]3([CH2:13][CH2:14][N:15]([C:18]([O:20][C:21]([CH3:22])([CH3:23])[CH3:24])=[O:19])[CH2:16][CH2:17]3)[CH2:11][CH2:10]2)=[N:7][C:2]([NH:36][C:34]2[CH:33]=[N:32][N:31]([CH3:30])[CH:35]=2)=[N:3][CH:4]=1. The catalyst class is: 51. (7) Reactant: C([N:14]1[CH2:17][CH:16]([CH2:18][OH:19])[CH2:15]1)(C1C=CC=CC=1)C1C=CC=CC=1.[C:20](O)(=[O:22])[CH3:21]. The catalyst class is: 261. Product: [C:20]([O:19][CH2:18][CH:16]1[CH2:15][NH:14][CH2:17]1)(=[O:22])[CH3:21]. (8) Reactant: [Si]([O:8][CH2:9][C:10]1([CH3:35])[S:16][CH2:15][CH2:14][N:13]2[C:17]([C:20]3([C:23]4[CH:28]=[CH:27][C:26]([C:29]5[CH:34]=[CH:33][CH:32]=[CH:31][N:30]=5)=[CH:25][CH:24]=4)[CH2:22][CH2:21]3)=[N:18][N:19]=[C:12]2[CH2:11]1)(C(C)(C)C)(C)C.Cl. Product: [CH3:35][C:10]1([CH2:9][OH:8])[S:16][CH2:15][CH2:14][N:13]2[C:17]([C:20]3([C:23]4[CH:24]=[CH:25][C:26]([C:29]5[CH:34]=[CH:33][CH:32]=[CH:31][N:30]=5)=[CH:27][CH:28]=4)[CH2:22][CH2:21]3)=[N:18][N:19]=[C:12]2[CH2:11]1. The catalyst class is: 5.